From a dataset of NCI-60 drug combinations with 297,098 pairs across 59 cell lines. Regression. Given two drug SMILES strings and cell line genomic features, predict the synergy score measuring deviation from expected non-interaction effect. Drug 1: CC1C(C(CC(O1)OC2CC(CC3=C2C(=C4C(=C3O)C(=O)C5=C(C4=O)C(=CC=C5)OC)O)(C(=O)CO)O)N)O.Cl. Drug 2: C1CN(CCN1C(=O)CCBr)C(=O)CCBr. Cell line: CCRF-CEM. Synergy scores: CSS=66.3, Synergy_ZIP=-3.01, Synergy_Bliss=-2.47, Synergy_Loewe=-1.19, Synergy_HSA=0.246.